From a dataset of Catalyst prediction with 721,799 reactions and 888 catalyst types from USPTO. Predict which catalyst facilitates the given reaction. (1) Reactant: [Cl:1][C:2]1[CH:7]=[CH:6][C:5]([C:8]2[C:13]([C:14]([OH:16])=O)=[CH:12][N:11]=[CH:10][CH:9]=2)=[C:4]([F:17])[CH:3]=1.C(Cl)CCl.C1C=CC2N(O)N=NC=2C=1.CCN(C(C)C)C(C)C.[CH2:41]([NH2:48])[C:42]1[CH:47]=[CH:46][CH:45]=[CH:44][CH:43]=1. Product: [CH2:41]([NH:48][C:14](=[O:16])[C:13]1[C:8]([C:5]2[CH:6]=[CH:7][C:2]([Cl:1])=[CH:3][C:4]=2[F:17])=[CH:9][CH:10]=[N:11][CH:12]=1)[C:42]1[CH:47]=[CH:46][CH:45]=[CH:44][CH:43]=1. The catalyst class is: 3. (2) Reactant: [Cl:1][C:2]1[C:7]([Cl:8])=[CH:6][N:5]=[C:4]2[NH:9][C:10]([C:12]3[CH:13]=[N:14][N:15]([CH3:17])[CH:16]=3)=[CH:11][C:3]=12.[H-].[Na+].Cl[CH2:21][O:22][CH2:23][CH2:24][Si:25]([CH3:28])([CH3:27])[CH3:26]. Product: [Cl:1][C:2]1[C:7]([Cl:8])=[CH:6][N:5]=[C:4]2[N:9]([CH2:21][O:22][CH2:23][CH2:24][Si:25]([CH3:28])([CH3:27])[CH3:26])[C:10]([C:12]3[CH:13]=[N:14][N:15]([CH3:17])[CH:16]=3)=[CH:11][C:3]=12. The catalyst class is: 9. (3) Reactant: Br[C:2]1[CH:3]=[CH:4][C:5]([F:9])=[C:6]([CH3:8])[CH:7]=1.C([Li])(C)(C)C.CN(C)[CH:17]=[O:18].Cl. Product: [F:9][C:5]1[CH:4]=[CH:3][C:2]([CH:17]=[O:18])=[CH:7][C:6]=1[CH3:8]. The catalyst class is: 7. (4) Reactant: C(OC([N:8]1[C:12](=[O:13])[CH:11]=[C:10]([OH:14])[CH:9]1[CH2:15][CH2:16][C:17]1[CH:22]=[CH:21][CH:20]=[CH:19][CH:18]=1)=O)(C)(C)C.FC(F)(F)C(O)=O. Product: [OH:14][C:10]1[CH:9]([CH2:15][CH2:16][C:17]2[CH:22]=[CH:21][CH:20]=[CH:19][CH:18]=2)[NH:8][C:12](=[O:13])[CH:11]=1. The catalyst class is: 4. (5) Reactant: [Br:1][C:2]1[C:7]([F:8])=[CH:6][CH:5]=[C:4]([N+:9]([O-:11])=[O:10])[C:3]=1[OH:12].C([O-])([O-])=O.[K+].[K+].[Na+].[I-].Cl[CH2:22][C:23](=[O:25])[CH3:24]. Product: [Br:1][C:2]1[C:7]([F:8])=[CH:6][CH:5]=[C:4]([N+:9]([O-:11])=[O:10])[C:3]=1[O:12][CH2:22][C:23]([CH3:24])=[O:25]. The catalyst class is: 21. (6) Reactant: [O:1]=[C:2]1[C:10]2[C:5](=[CH:6][CH:7]=[CH:8][C:9]=2[O:11][CH2:12][CH:13]2[CH2:17][CH2:16][CH2:15][O:14]2)[CH2:4][N:3]1[CH2:18][C:19]1[CH:28]=[CH:27][C:22]([C:23]([O:25]C)=[O:24])=[CH:21][CH:20]=1.[OH-].[Na+].Cl.C(OCC)(=O)C. Product: [O:1]=[C:2]1[C:10]2[C:5](=[CH:6][CH:7]=[CH:8][C:9]=2[O:11][CH2:12][CH:13]2[CH2:17][CH2:16][CH2:15][O:14]2)[CH2:4][N:3]1[CH2:18][C:19]1[CH:20]=[CH:21][C:22]([C:23]([OH:25])=[O:24])=[CH:27][CH:28]=1. The catalyst class is: 5. (7) Reactant: [CH3:1][O:2][C:3](=[O:18])[CH2:4][C:5]1[C:13]2[C:8](=[CH:9][CH:10]=[CH:11][CH:12]=2)[N:7]([C:14]([O:16][CH3:17])=[O:15])[CH:6]=1.CN(C)P(=O)(N(C)C)N(C)C.C([N-]C(C)C)(C)C.[Li+].C1CCCCC1.[C:44]([O:48][C:49]([NH:51][CH2:52][CH2:53][O:54][CH2:55][CH2:56]I)=[O:50])([CH3:47])([CH3:46])[CH3:45]. Product: [CH3:1][O:2][C:3](=[O:18])[CH:4]([CH2:56][CH2:55][O:54][CH2:53][CH2:52][NH:51][C:49]([O:48][C:44]([CH3:45])([CH3:47])[CH3:46])=[O:50])[C:5]1[C:13]2[C:8](=[CH:9][CH:10]=[CH:11][CH:12]=2)[N:7]([C:14]([O:16][CH3:17])=[O:15])[CH:6]=1. The catalyst class is: 7.